Dataset: Catalyst prediction with 721,799 reactions and 888 catalyst types from USPTO. Task: Predict which catalyst facilitates the given reaction. (1) Reactant: C(O[BH-](OC(=O)C)OC(=O)C)(=O)C.[Na+].[NH:15]1[CH2:20][CH2:19][CH2:18][CH2:17][CH2:16]1.[Cl:21][C:22]1[CH:23]=[C:24]([CH:27]=[CH:28][C:29]=1[O:30][CH2:31][CH2:32][N:33]1[C:37]([O:38][CH2:39][CH3:40])=[CH:36][C:35]([C:41]2[CH:46]=[CH:45][CH:44]=[CH:43][CH:42]=2)=[N:34]1)[CH:25]=O.C(Cl)Cl.CO.[NH4+].[OH-]. Product: [Cl:21][C:22]1[CH:23]=[C:24]([CH:27]=[CH:28][C:29]=1[O:30][CH2:31][CH2:32][N:33]1[C:37]([O:38][CH2:39][CH3:40])=[CH:36][C:35]([C:41]2[CH:42]=[CH:43][CH:44]=[CH:45][CH:46]=2)=[N:34]1)[CH2:25][N:15]1[CH2:20][CH2:19][CH2:18][CH2:17][CH2:16]1. The catalyst class is: 26. (2) Reactant: [F-].C([N+](CCCC)(CCCC)CCCC)CCC.O1CCCC1.C([Si]([O:41][CH2:42][CH2:43][C:44]1([CH2:50][CH3:51])[CH2:49][CH2:48][CH2:47][CH2:46][CH2:45]1)(C1C=CC=CC=1)C1C=CC=CC=1)(C)(C)C.Cl. Product: [CH2:50]([C:44]1([CH2:43][CH2:42][OH:41])[CH2:45][CH2:46][CH2:47][CH2:48][CH2:49]1)[CH3:51]. The catalyst class is: 7.